The task is: Predict the reactants needed to synthesize the given product.. This data is from Full USPTO retrosynthesis dataset with 1.9M reactions from patents (1976-2016). (1) Given the product [NH2:16][C:15]1[C:10]2[C:9]([C:17]3[CH:22]=[CH:21][CH:20]=[C:19]([O:23][CH2:24][C:25]4[CH:30]=[CH:29][CH:28]=[CH:27][CH:26]=4)[CH:18]=3)=[CH:8][N:7]([C@@H:5]3[CH2:4][C@H:3]([CH2:2][NH:1][C:35]([NH:34][CH2:31][CH2:32][CH3:33])=[O:36])[CH2:6]3)[C:11]=2[N:12]=[CH:13][N:14]=1, predict the reactants needed to synthesize it. The reactants are: [NH2:1][CH2:2][C@@H:3]1[CH2:6][C@H:5]([N:7]2[C:11]3[N:12]=[CH:13][N:14]=[C:15]([NH2:16])[C:10]=3[C:9]([C:17]3[CH:22]=[CH:21][CH:20]=[C:19]([O:23][CH2:24][C:25]4[CH:30]=[CH:29][CH:28]=[CH:27][CH:26]=4)[CH:18]=3)=[CH:8]2)[CH2:4]1.[CH2:31]([N:34]=[C:35]=[O:36])[CH2:32][CH3:33]. (2) Given the product [C:28]([C:27]1[CH:30]=[CH:31][C:24]([N:23]([C:13](=[C:6]2[C:7]3[C:12](=[CH:11][CH:10]=[CH:9][CH:8]=3)[NH:4][C:5]2=[O:21])[C:14]2[CH:15]=[CH:16][CH:17]=[CH:18][CH:19]=2)[CH3:22])=[CH:25][CH:26]=1)#[N:29], predict the reactants needed to synthesize it. The reactants are: C([N:4]1[C:12]2[C:7](=[CH:8][CH:9]=[CH:10][CH:11]=2)[C:6](=[C:13](Cl)[C:14]2[CH:19]=[CH:18][CH:17]=[CH:16][CH:15]=2)[C:5]1=[O:21])(=O)C.[CH3:22][NH:23][C:24]1[CH:31]=[CH:30][C:27]([C:28]#[N:29])=[CH:26][CH:25]=1.[OH-].[Na+]. (3) Given the product [N:1]1[CH:6]=[CH:5][CH:4]=[CH:3][C:2]=1[C:7]1[O:8][C:9]2[CH2:14][CH2:13][N:12]([C:17]3[CH:25]=[CH:24][CH:23]=[C:22]4[C:18]=3[CH:19]=[CH:20][N:21]4[S:26]([C:29]3[CH:35]=[CH:34][C:32]([CH3:33])=[CH:31][CH:30]=3)(=[O:27])=[O:28])[CH2:11][C:10]=2[N:15]=1, predict the reactants needed to synthesize it. The reactants are: [N:1]1[CH:6]=[CH:5][CH:4]=[CH:3][C:2]=1[C:7]1[O:8][C:9]2[CH2:14][CH2:13][NH:12][CH2:11][C:10]=2[N:15]=1.Br[C:17]1[CH:25]=[CH:24][CH:23]=[C:22]2[C:18]=1[CH:19]=[CH:20][N:21]2[S:26]([C:29]1[CH:35]=[CH:34][C:32]([CH3:33])=[CH:31][CH:30]=1)(=[O:28])=[O:27].CC1C(O)=C(C2NC(C(O)=O)CC2(C(O)=O)C(O)=O)C(CO)=CN=1.C(O[Na])(C)(C)C. (4) Given the product [C:17]([O:16][C:15]([NH:14][C@@H:6]([CH2:7][CH:8]1[CH2:13][CH2:12][CH2:11][CH2:10][CH2:9]1)[CH2:5][N:4]([CH2:3][C:2]([F:22])([F:23])[F:1])[C:31](=[O:32])[O:33][CH2:34][C:35]1[CH:40]=[CH:39][CH:38]=[CH:37][CH:36]=1)=[O:21])([CH3:20])([CH3:18])[CH3:19], predict the reactants needed to synthesize it. The reactants are: [F:1][C:2]([F:23])([F:22])[CH2:3][NH:4][CH2:5][C@@H:6]([NH:14][C:15](=[O:21])[O:16][C:17]([CH3:20])([CH3:19])[CH3:18])[CH2:7][CH:8]1[CH2:13][CH2:12][CH2:11][CH2:10][CH2:9]1.CCN(CC)CC.[C:31](Cl)([O:33][CH2:34][C:35]1[CH:40]=[CH:39][CH:38]=[CH:37][CH:36]=1)=[O:32].O. (5) Given the product [Br:1][C:2]1[CH:3]=[C:4]([C@@:8]2([CH3:26])[NH:13][C:12](=[O:23])[C:11]([CH3:25])([CH3:24])[O:10][CH2:9]2)[CH:5]=[CH:6][CH:7]=1, predict the reactants needed to synthesize it. The reactants are: [Br:1][C:2]1[CH:3]=[C:4]([C@@:8]2([CH3:26])[N:13](CC3C=CC(OC)=CC=3)[C:12](=[O:23])[C:11]([CH3:25])([CH3:24])[O:10][CH2:9]2)[CH:5]=[CH:6][CH:7]=1.C1(OC)C=CC=CC=1.FC(F)(F)S(O)(=O)=O.C(=O)([O-])O.[Na+]. (6) Given the product [CH:28]1([NH:27][C:25](=[O:26])[C:24]2[CH:31]=[CH:32][C:33]([CH3:34])=[C:22]([N:18]3[CH:19]=[CH:20][N:21]=[C:16]([NH:15][C:11]4([C:6]5[CH:7]=[CH:8][CH:9]=[CH:10][C:5]=5[O:4][CH2:3][CH2:2][NH:37][CH3:36])[CH2:14][CH2:13][CH2:12]4)[C:17]3=[O:35])[CH:23]=2)[CH2:30][CH2:29]1, predict the reactants needed to synthesize it. The reactants are: Cl[CH2:2][CH2:3][O:4][C:5]1[CH:10]=[CH:9][CH:8]=[CH:7][C:6]=1[C:11]1([NH:15][C:16]2[C:17](=[O:35])[N:18]([C:22]3[CH:23]=[C:24]([CH:31]=[CH:32][C:33]=3[CH3:34])[C:25]([NH:27][CH:28]3[CH2:30][CH2:29]3)=[O:26])[CH:19]=[CH:20][N:21]=2)[CH2:14][CH2:13][CH2:12]1.[CH3:36][NH2:37]. (7) Given the product [CH:32]1([CH2:37][CH2:38][C:39]([N:16]([CH2:17][C:18]2[CH:19]=[CH:20][C:21]([CH2:24][CH2:25][C:26]([O:28][CH3:29])=[O:27])=[CH:22][CH:23]=2)[CH2:15][C:14]2[CH:30]=[CH:31][C:11]([C:1]#[C:2][CH2:3][CH2:4][CH2:5][CH2:6][CH2:7][CH2:8][CH2:9][CH3:10])=[CH:12][CH:13]=2)=[O:40])[CH2:36][CH2:35][CH2:34][CH2:33]1, predict the reactants needed to synthesize it. The reactants are: [C:1]([C:11]1[CH:31]=[CH:30][C:14]([CH2:15][NH:16][CH2:17][C:18]2[CH:23]=[CH:22][C:21]([CH2:24][CH2:25][C:26]([O:28][CH3:29])=[O:27])=[CH:20][CH:19]=2)=[CH:13][CH:12]=1)#[C:2][CH2:3][CH2:4][CH2:5][CH2:6][CH2:7][CH2:8][CH2:9][CH3:10].[CH:32]1([CH2:37][CH2:38][C:39](Cl)=[O:40])[CH2:36][CH2:35][CH2:34][CH2:33]1.